Dataset: Catalyst prediction with 721,799 reactions and 888 catalyst types from USPTO. Task: Predict which catalyst facilitates the given reaction. (1) Reactant: [C:1]([O:5][C:6]([NH:8][C@H:9]([CH3:18])[CH2:10]/[CH:11]=[CH:12]/[C:13]([O:15][CH2:16][CH3:17])=[O:14])=[O:7])([CH3:4])([CH3:3])[CH3:2].[H][H]. Product: [C:1]([O:5][C:6]([NH:8][C@H:9]([CH3:18])[CH2:10][CH2:11][CH2:12][C:13]([O:15][CH2:16][CH3:17])=[O:14])=[O:7])([CH3:4])([CH3:3])[CH3:2]. The catalyst class is: 29. (2) Reactant: ClCCl.[CH2:4]([CH:7]1[O:12][CH:11](O)[CH:10]([C:14]2[CH:19]=[CH:18][C:17]([C:20]3[CH:25]=[CH:24][C:23]([CH:26]4[CH2:31][CH2:30][CH:29]([CH2:32][CH2:33][CH2:34][CH2:35][CH3:36])[O:28][CH2:27]4)=[C:22]([F:37])[C:21]=3[F:38])=[C:16]([F:39])[C:15]=2[F:40])[CH2:9][CH2:8]1)[CH2:5][CH3:6]. Product: [CH2:32]([CH:29]1[CH2:30][CH2:31][CH:26]([C:23]2[CH:24]=[CH:25][C:20]([C:17]3[CH:18]=[CH:19][C:14]([CH:10]4[CH2:9][CH2:8][CH:7]([CH2:4][CH2:5][CH3:6])[O:12][CH2:11]4)=[C:15]([F:40])[C:16]=3[F:39])=[C:21]([F:38])[C:22]=2[F:37])[CH2:27][O:28]1)[CH2:33][CH2:34][CH2:35][CH3:36]. The catalyst class is: 6. (3) Reactant: [CH3:1][C@@H:2]1[CH2:7][CH2:6][N:5]([C:8]([O:10][C:11]([CH3:14])([CH3:13])[CH3:12])=[O:9])[CH2:4][C@@H:3]1[N:15]1[C:19]2=[C:20]3[C:26](Br)=[CH:25][N:24]([CH2:28][O:29][CH2:30][CH2:31][Si:32]([CH3:35])([CH3:34])[CH3:33])[C:21]3=[N:22][CH:23]=[C:18]2[CH:17]=[CH:16]1.[C:36]([Zn]C#N)#[N:37].C(=O)([O-])O.[Na+]. Product: [C:36]([C:26]1[C:20]2[C:21](=[N:22][CH:23]=[C:18]3[CH:17]=[CH:16][N:15]([C@@H:3]4[C@H:2]([CH3:1])[CH2:7][CH2:6][N:5]([C:8]([O:10][C:11]([CH3:14])([CH3:12])[CH3:13])=[O:9])[CH2:4]4)[C:19]3=2)[N:24]([CH2:28][O:29][CH2:30][CH2:31][Si:32]([CH3:35])([CH3:34])[CH3:33])[CH:25]=1)#[N:37]. The catalyst class is: 455. (4) Reactant: [I:1][C:2]1[CH:7]=[CH:6][CH:5]=[CH:4][CH:3]=1.[Al+3].[Cl-].[Cl-].[Cl-].[C:12](Cl)(=[O:15])[CH2:13][CH3:14].Cl. Product: [I:1][C:2]1[CH:7]=[CH:6][C:5]([C:12](=[O:15])[CH2:13][CH3:14])=[CH:4][CH:3]=1. The catalyst class is: 534. (5) Reactant: [CH2:1]([O:17][CH2:18][C@H:19]([CH2:21][OH:22])[OH:20])[CH2:2][CH2:3][CH2:4][CH2:5][CH2:6][CH2:7][CH2:8][CH2:9][CH2:10][CH2:11][CH2:12][CH2:13][CH2:14][CH2:15][CH3:16].[C:23]1([C:29]([C:37]2[CH:42]=[CH:41][CH:40]=[CH:39][CH:38]=2)([C:31]2[CH:36]=[CH:35][CH:34]=[CH:33][CH:32]=2)Cl)[CH:28]=[CH:27][CH:26]=[CH:25][CH:24]=1.C(N(CC)CC)C. Product: [CH2:1]([O:17][CH2:18][C@H:19]([CH2:21][O:22][C:29]([C:23]1[CH:28]=[CH:27][CH:26]=[CH:25][CH:24]=1)([C:37]1[CH:38]=[CH:39][CH:40]=[CH:41][CH:42]=1)[C:31]1[CH:32]=[CH:33][CH:34]=[CH:35][CH:36]=1)[OH:20])[CH2:2][CH2:3][CH2:4][CH2:5][CH2:6][CH2:7][CH2:8][CH2:9][CH2:10][CH2:11][CH2:12][CH2:13][CH2:14][CH2:15][CH3:16]. The catalyst class is: 841. (6) Reactant: [CH2:1]([O:3][C:4]([C:6]1[S:10][C:9]([C:11]2[CH:16]=[CH:15][C:14]([O:17][CH3:18])=[CH:13][CH:12]=2)=[N:8][C:7]=1[CH3:19])=[O:5])[CH3:2].[Br:20]N1C(=O)CCC1=O. Product: [CH2:1]([O:3][C:4]([C:6]1[S:10][C:9]([C:11]2[CH:12]=[CH:13][C:14]([O:17][CH3:18])=[CH:15][CH:16]=2)=[N:8][C:7]=1[CH2:19][Br:20])=[O:5])[CH3:2]. The catalyst class is: 340. (7) Reactant: C(Cl)(=O)C(Cl)=O.CS(C)=O.[CH3:11][C:12]1([CH3:21])[C:16]2([CH3:20])[CH:17]([OH:19])[CH2:18][CH:13]1[CH2:14][CH2:15]2.C(N(C(C)C)CC)(C)C. Product: [C:16]12([CH3:20])[C:12]([CH3:21])([CH3:11])[CH:13]([CH2:14][CH2:15]1)[CH2:18][C:17]2=[O:19]. The catalyst class is: 390. (8) Reactant: [OH:1][CH:2]([C:31]([OH:34])([CH3:33])[CH3:32])[CH:3]([NH:12][C:13]([CH:15]([NH:20][C:21](=[O:30])[O:22][CH2:23][C:24]1[CH:29]=[CH:28][CH:27]=[CH:26][CH:25]=1)[CH2:16][CH:17]([CH3:19])[CH3:18])=[O:14])[CH2:4][CH2:5][C:6]1[CH:11]=[CH:10][CH:9]=[CH:8][CH:7]=1.CC(OI1(OC(C)=O)(OC(C)=O)OC(=O)C2C=CC=CC1=2)=O.I([O-])(=O)(=O)=O. Product: [OH:34][C:31]([CH3:33])([CH3:32])[C:2](=[O:1])[CH:3]([NH:12][C:13]([CH:15]([NH:20][C:21](=[O:30])[O:22][CH2:23][C:24]1[CH:25]=[CH:26][CH:27]=[CH:28][CH:29]=1)[CH2:16][CH:17]([CH3:19])[CH3:18])=[O:14])[CH2:4][CH2:5][C:6]1[CH:11]=[CH:10][CH:9]=[CH:8][CH:7]=1. The catalyst class is: 2. (9) Reactant: [Cl:1][C:2]1[C:3]([NH:11][C:12]([NH:14][CH2:15][CH2:16][CH2:17]Cl)=[O:13])=[C:4]([CH:8]=[CH:9][CH:10]=1)[C:5](O)=[O:6]. Product: [Cl:1][C:2]1[CH:10]=[CH:9][CH:8]=[C:4]2[C:3]=1[N:11]=[C:12]1[N:14]([CH2:15][CH2:16][CH2:17][O:13]1)[C:5]2=[O:6]. The catalyst class is: 6.